From a dataset of Catalyst prediction with 721,799 reactions and 888 catalyst types from USPTO. Predict which catalyst facilitates the given reaction. (1) Reactant: [N+:1]([C:4]1[CH:12]=[CH:11][CH:10]=[C:9]2[C:5]=1[CH2:6][CH2:7][C:8]2=[O:13])([O-:3])=[O:2].[BH4-].[Na+].[Cl-].[NH4+]. Product: [N+:1]([C:4]1[CH:12]=[CH:11][CH:10]=[C:9]2[C:5]=1[CH2:6][CH2:7][CH:8]2[OH:13])([O-:3])=[O:2]. The catalyst class is: 8. (2) Reactant: [CH3:1][S:2]([CH2:5][CH2:6][N:7]1[CH2:12][CH2:11][N:10]([C:13]2[CH:18]=[CH:17][C:16]([NH:19][C:20]3[N:28]=[C:27]4[C:23]([N:24]=[CH:25][N:26]4C4CCCCO4)=[C:22]([O:35][C:36]4[CH:37]=[C:38]([NH:42][C:43](=[O:46])[CH:44]=[CH2:45])[CH:39]=[CH:40][CH:41]=4)[N:21]=3)=[CH:15][CH:14]=2)[CH2:9][CH2:8]1)(=[O:4])=[O:3].Cl. Product: [CH3:1][S:2]([CH2:5][CH2:6][N:7]1[CH2:12][CH2:11][N:10]([C:13]2[CH:14]=[CH:15][C:16]([NH:19][C:20]3[N:28]=[C:27]4[C:23]([N:24]=[CH:25][NH:26]4)=[C:22]([O:35][C:36]4[CH:37]=[C:38]([NH:42][C:43](=[O:46])[CH:44]=[CH2:45])[CH:39]=[CH:40][CH:41]=4)[N:21]=3)=[CH:17][CH:18]=2)[CH2:9][CH2:8]1)(=[O:4])=[O:3]. The catalyst class is: 14.